From a dataset of Full USPTO retrosynthesis dataset with 1.9M reactions from patents (1976-2016). Predict the reactants needed to synthesize the given product. (1) Given the product [N:1]([C@H:4]1[C:13]2[C:8](=[CH:9][C:10]([CH2:14][OH:15])=[CH:11][CH:12]=2)[O:7][CH2:6][CH2:5]1)=[N+:2]=[N-:3], predict the reactants needed to synthesize it. The reactants are: [N:1]([C@H:4]1[C:13]2[C:8](=[CH:9][C:10]([C:14](OC)=[O:15])=[CH:11][CH:12]=2)[O:7][CH2:6][CH2:5]1)=[N+:2]=[N-:3].CC(C[AlH]CC(C)C)C. (2) Given the product [OH:18][CH2:17][C:10]1[C:11]2[C:16](=[N:15][CH:14]=[CH:13][CH:12]=2)[N:8]([C:6]([O:5][C:1]([CH3:4])([CH3:3])[CH3:2])=[O:7])[CH:9]=1, predict the reactants needed to synthesize it. The reactants are: [C:1]([O:5][C:6]([N:8]1[C:16]2[C:11](=[CH:12][CH:13]=[CH:14][N:15]=2)[C:10]([CH:17]=[O:18])=[CH:9]1)=[O:7])([CH3:4])([CH3:3])[CH3:2].[BH4-].[Na+]. (3) Given the product [N:3]1[CH:4]=[CH:5][CH:6]=[N:7][C:2]=1[O:15][CH:16]1[CH2:17][N:18]([C:20]([O:22][C:23]([CH3:26])([CH3:25])[CH3:24])=[O:21])[CH2:19]1, predict the reactants needed to synthesize it. The reactants are: Cl[C:2]1[N:7]=[CH:6][CH:5]=[CH:4][N:3]=1.FC(F)(F)C(O)=O.[OH:15][CH:16]1[CH2:19][N:18]([C:20]([O:22][C:23]([CH3:26])([CH3:25])[CH3:24])=[O:21])[CH2:17]1. (4) Given the product [Cl:16][C:14]1[CH:13]=[CH:12][C:8]([C:9]([OH:11])=[O:10])=[C:7]([NH:5][CH2:4][CH:1]2[CH2:3][CH2:2]2)[N:15]=1, predict the reactants needed to synthesize it. The reactants are: [CH:1]1([CH2:4][NH2:5])[CH2:3][CH2:2]1.Cl[C:7]1[N:15]=[C:14]([Cl:16])[CH:13]=[CH:12][C:8]=1[C:9]([OH:11])=[O:10]. (5) Given the product [CH3:13][C:10]1[CH:9]=[CH:8][C:7]([C:5](=[O:6])[C:4]([OH:14])=[O:3])=[CH:12][CH:11]=1, predict the reactants needed to synthesize it. The reactants are: C([O:3][C:4](=[O:14])[C:5]([C:7]1[CH:12]=[CH:11][C:10]([CH3:13])=[CH:9][CH:8]=1)=[O:6])C.[OH-].[Na+].Cl. (6) Given the product [F:42][C:9]([F:8])([F:41])[CH2:10][O:11][C:12]1[CH:13]=[CH:14][C:15]([C@H:18]([NH:20][C:21]([C@H:23]2[CH2:25][C@@H:24]2[C:26]2[CH:27]=[CH:28][C:29]([O:30][CH2:31][C:32]([OH:34])=[O:33])=[CH:39][CH:40]=2)=[O:22])[CH3:19])=[N:16][CH:17]=1, predict the reactants needed to synthesize it. The reactants are: FC(F)(F)C(O)=O.[F:8][C:9]([F:42])([F:41])[CH2:10][O:11][C:12]1[CH:13]=[CH:14][C:15]([C@H:18]([NH:20][C:21]([C@H:23]2[CH2:25][C@@H:24]2[C:26]2[CH:40]=[CH:39][C:29]([O:30][CH2:31][C:32]([O:34]C(C)(C)C)=[O:33])=[CH:28][CH:27]=2)=[O:22])[CH3:19])=[N:16][CH:17]=1.